Dataset: Full USPTO retrosynthesis dataset with 1.9M reactions from patents (1976-2016). Task: Predict the reactants needed to synthesize the given product. (1) Given the product [NH2:21][C@H:15]1[C:14]([F:22])([F:13])[CH2:19][CH2:18][CH2:17][C@H:16]1[NH:20][C:6]1[CH:7]=[C:2]([Br:1])[C:3]([C:9]#[N:10])=[N:4][CH:5]=1, predict the reactants needed to synthesize it. The reactants are: [Br:1][C:2]1[C:3]([C:9]#[N:10])=[N:4][CH:5]=[C:6](F)[CH:7]=1.Cl.Cl.[F:13][C:14]1([F:22])[CH2:19][CH2:18][CH2:17][C@@H:16]([NH2:20])[C@H:15]1[NH2:21].CCN(C(C)C)C(C)C.O. (2) Given the product [CH3:53][O:52][C:50](=[O:51])[NH:49][C@H:42]([C:43]1[CH:44]=[CH:45][CH:46]=[CH:47][CH:48]=1)[C:41](=[O:54])[N:37]1[CH2:38][CH2:39][CH2:40][C@H:36]1[C:33]1[NH:32][C:31]([C:28]2[CH:29]=[CH:30][C:25]([C:22]3[N:23]=[CH:24][C:19]([C:16]4[NH:15][C:14]([C@@H:10]5[CH2:11][CH2:12][CH2:13][NH:9]5)=[N:18][CH:17]=4)=[CH:20][N:21]=3)=[CH:26][CH:27]=2)=[CH:35][N:34]=1, predict the reactants needed to synthesize it. The reactants are: Cl.C(OC([N:9]1[CH2:13][CH2:12][CH2:11][C@H:10]1[C:14]1[NH:15][C:16]([C:19]2[CH:20]=[N:21][C:22]([C:25]3[CH:30]=[CH:29][C:28]([C:31]4[NH:32][C:33]([C@@H:36]5[CH2:40][CH2:39][CH2:38][N:37]5[C:41](=[O:54])[C@H:42]([NH:49][C:50]([O:52][CH3:53])=[O:51])[C:43]5[CH:48]=[CH:47][CH:46]=[CH:45][CH:44]=5)=[N:34][CH:35]=4)=[CH:27][CH:26]=3)=[N:23][CH:24]=2)=[CH:17][N:18]=1)=O)(C)(C)C.CO. (3) Given the product [CH2:32]([O:34][C:35](=[O:44])[C:36]1[CH:41]=[CH:40][CH:39]=[CH:38][C:37]=1[CH2:42][N:9]([C:8]([O:7][C:3]([CH3:6])([CH3:4])[CH3:5])=[O:31])[C:10]1[CH:11]=[CH:12][C:13]([O:16][CH2:17][CH2:18][C:19]2[N:20]=[C:21]([C:25]3[CH:30]=[CH:29][CH:28]=[CH:27][CH:26]=3)[O:22][C:23]=2[CH3:24])=[CH:14][CH:15]=1)[CH3:33], predict the reactants needed to synthesize it. The reactants are: [OH-].[K+].[C:3]([O:7][C:8](=[O:31])[NH:9][C:10]1[CH:15]=[CH:14][C:13]([O:16][CH2:17][CH2:18][C:19]2[N:20]=[C:21]([C:25]3[CH:30]=[CH:29][CH:28]=[CH:27][CH:26]=3)[O:22][C:23]=2[CH3:24])=[CH:12][CH:11]=1)([CH3:6])([CH3:5])[CH3:4].[CH2:32]([O:34][C:35](=[O:44])[C:36]1[CH:41]=[CH:40][CH:39]=[CH:38][C:37]=1[CH2:42]Br)[CH3:33].